Dataset: Forward reaction prediction with 1.9M reactions from USPTO patents (1976-2016). Task: Predict the product of the given reaction. Given the reactants [CH2:1]([O:8][C:9]([N:11]1[CH2:15][CH2:14][CH2:13][C@H:12]1[CH2:16]OS(C1C=CC(C)=CC=1)(=O)=O)=[O:10])[C:2]1[CH:7]=[CH:6][CH:5]=[CH:4][CH:3]=1.[CH3:28][O:29][C:30]1[CH:37]=[CH:36][CH:35]=[CH:34][C:31]=1[CH2:32][NH2:33].C(N(CC)C(C)C)(C)C, predict the reaction product. The product is: [CH2:1]([O:8][C:9]([N:11]1[CH2:15][CH2:14][CH2:13][C@H:12]1[CH2:16][NH:33][CH2:32][C:31]1[CH:34]=[CH:35][CH:36]=[CH:37][C:30]=1[O:29][CH3:28])=[O:10])[C:2]1[CH:3]=[CH:4][CH:5]=[CH:6][CH:7]=1.